This data is from NCI-60 drug combinations with 297,098 pairs across 59 cell lines. The task is: Regression. Given two drug SMILES strings and cell line genomic features, predict the synergy score measuring deviation from expected non-interaction effect. (1) Drug 1: C1=CC=C(C(=C1)C(C2=CC=C(C=C2)Cl)C(Cl)Cl)Cl. Drug 2: C1=CN(C=N1)CC(O)(P(=O)(O)O)P(=O)(O)O. Cell line: MDA-MB-435. Synergy scores: CSS=3.83, Synergy_ZIP=-1.10, Synergy_Bliss=2.50, Synergy_Loewe=0.289, Synergy_HSA=0.289. (2) Cell line: A498. Synergy scores: CSS=10.3, Synergy_ZIP=-4.68, Synergy_Bliss=0.855, Synergy_Loewe=-6.92, Synergy_HSA=0.529. Drug 2: C1=NNC2=C1C(=O)NC=N2. Drug 1: C1=C(C(=O)NC(=O)N1)N(CCCl)CCCl. (3) Drug 2: CCC(=C(C1=CC=CC=C1)C2=CC=C(C=C2)OCCN(C)C)C3=CC=CC=C3.C(C(=O)O)C(CC(=O)O)(C(=O)O)O. Cell line: SK-MEL-2. Synergy scores: CSS=33.6, Synergy_ZIP=1.33, Synergy_Bliss=-0.693, Synergy_Loewe=-3.90, Synergy_HSA=-2.34. Drug 1: C1=C(C(=O)NC(=O)N1)F.